Dataset: Catalyst prediction with 721,799 reactions and 888 catalyst types from USPTO. Task: Predict which catalyst facilitates the given reaction. (1) Reactant: [CH2:1]([N:8]1[CH2:13][CH2:12][C:11](=O)[CH:10]([C:15]2[CH:20]=[CH:19][C:18]([Cl:21])=[CH:17][CH:16]=2)[CH2:9]1)[C:2]1[CH:7]=[CH:6][CH:5]=[CH:4][CH:3]=1.[NH:22]1[CH2:27][CH2:26][NH:25][CH2:24][CH2:23]1.C([BH3-])#N.[Na+].[OH-].[Na+]. Product: [CH2:1]([N:8]1[CH2:13][CH2:12][C@H:11]([N:22]2[CH2:27][CH2:26][NH:25][CH2:24][CH2:23]2)[C@H:10]([C:15]2[CH:20]=[CH:19][C:18]([Cl:21])=[CH:17][CH:16]=2)[CH2:9]1)[C:2]1[CH:7]=[CH:6][CH:5]=[CH:4][CH:3]=1. The catalyst class is: 40. (2) Reactant: [H-].[H-].[H-].[H-].[Li+].[Al+3].[CH2:7]1[CH2:12][CH2:11][CH:10]([C@H:13]([NH2:17])[C:14](O)=[O:15])[CH2:9][CH2:8]1.O.[OH-].[Na+]. Product: [NH2:17][C@@H:13]([CH:10]1[CH2:11][CH2:12][CH2:7][CH2:8][CH2:9]1)[CH2:14][OH:15]. The catalyst class is: 1. (3) Product: [NH2:11][C@@H:10]([C@@H:9]([O:8][Si:1]([C:4]([CH3:7])([CH3:5])[CH3:6])([CH3:2])[CH3:3])[C:23]1[CH:28]=[CH:27][C:26]([C:29]([F:30])([F:31])[F:32])=[CH:25][CH:24]=1)[C:15]([O:37][CH3:36])=[O:16]. Reactant: [Si:1]([O:8][C@@H:9]([C:23]1[CH:28]=[CH:27][C:26]([C:29]([F:32])([F:31])[F:30])=[CH:25][CH:24]=1)[C@H:10]1[C:15]([O:16]C)=N[C@H](C(C)C)C(OC)=[N:11]1)([C:4]([CH3:7])([CH3:6])[CH3:5])([CH3:3])[CH3:2].Cl.C1C[O:37][CH2:36]C1. The catalyst class is: 23. (4) Reactant: Cl.[CH:2]1([NH:8][C:9]2[C:10]3[CH:27]=[N:26][N:25]([CH2:28][CH3:29])[C:11]=3[N:12]=[CH:13][C:14]=2[C:15]2[CH2:19][C:18]3([CH2:24][CH2:23][NH:22][CH2:21][CH2:20]3)[O:17][N:16]=2)[CH2:7][CH2:6][CH2:5][CH2:4][CH2:3]1.C(=O)([O-])[O-].[K+].[K+].[CH3:36]Cl.[CH2:38]1[CH2:40][CH2:39]1.O. Product: [CH:2]1([NH:8][C:9]2[C:10]3[CH:27]=[N:26][N:25]([CH2:28][CH3:29])[C:11]=3[N:12]=[CH:13][C:14]=2[C:15]2[CH2:19][C:18]3([CH2:24][CH2:23][N:22]([CH2:36][CH:38]4[CH2:40][CH2:39]4)[CH2:21][CH2:20]3)[O:17][N:16]=2)[CH2:3][CH2:4][CH2:5][CH2:6][CH2:7]1. The catalyst class is: 9. (5) Reactant: C([O:8][N:9]([CH:36]=[O:37])[CH2:10][CH:11]([CH2:30][CH:31]1[CH2:35][CH2:34][CH2:33][CH2:32]1)[C:12]([NH:14][CH:15]([C:26]([CH3:29])([CH3:28])[CH3:27])[C:16]([N:18]([CH3:25])[CH:19]1[CH2:24][CH2:23][NH:22][CH2:21][CH2:20]1)=[O:17])=[O:13])C1C=CC=CC=1.[H][H]. Product: [CH:31]1([CH2:30][CH:11]([CH2:10][N:9]([CH:36]=[O:37])[OH:8])[C:12]([NH:14][CH:15]([C:26]([CH3:29])([CH3:27])[CH3:28])[C:16]([N:18]([CH3:25])[CH:19]2[CH2:20][CH2:21][NH:22][CH2:23][CH2:24]2)=[O:17])=[O:13])[CH2:35][CH2:34][CH2:33][CH2:32]1. The catalyst class is: 50. (6) Reactant: [OH:1][NH:2][C:3](=[NH:32])[C:4]1[CH:9]=[CH:8][C:7]([S:10]([N:13]2[C:21]3[C:16](=[CH:17][C:18]([C:22]4[CH:27]=[CH:26][C:25]([C:28]([F:31])([F:30])[F:29])=[CH:24][CH:23]=4)=[CH:19][CH:20]=3)[CH2:15][CH2:14]2)(=[O:12])=[O:11])=[CH:6][CH:5]=1.N1C=CC=CC=1.[C:39]1([O:45]C(Cl)=O)C=CC=CC=1.N12CCCN=C1CCCCC2. Product: [F:30][C:28]([F:31])([F:29])[C:25]1[CH:26]=[CH:27][C:22]([C:18]2[CH:17]=[C:16]3[C:21](=[CH:20][CH:19]=2)[N:13]([S:10]([C:7]2[CH:6]=[CH:5][C:4]([C:3]4[NH:32][C:39](=[O:45])[O:1][N:2]=4)=[CH:9][CH:8]=2)(=[O:11])=[O:12])[CH2:14][CH2:15]3)=[CH:23][CH:24]=1. The catalyst class is: 545. (7) Reactant: F[C:2]1[CH:9]=[CH:8][C:5]([C:6]#[N:7])=[CH:4][CH:3]=1.[N-:10]=[N+:11]=[N-:12].[Na+]. Product: [N:10]([C:2]1[CH:9]=[CH:8][C:5]([C:6]#[N:7])=[CH:4][CH:3]=1)=[N+:11]=[N-:12]. The catalyst class is: 58. (8) Reactant: [C:1]([O-])([O-])=O.[Cs+].[Cs+].CI.[CH2:9]([O:11][CH:12]([O:24][CH2:25][CH3:26])[C:13]1[NH:17][C:16]2[CH:18]=[C:19]([F:23])[C:20]([F:22])=[CH:21][C:15]=2[N:14]=1)[CH3:10]. Product: [CH2:25]([O:24][CH:12]([O:11][CH2:9][CH3:10])[C:13]1[N:17]([CH3:1])[C:16]2[CH:18]=[C:19]([F:23])[C:20]([F:22])=[CH:21][C:15]=2[N:14]=1)[CH3:26]. The catalyst class is: 3. (9) Reactant: [CH2:1]([N:8]1[C:13]2[CH:14]=[C:15](Br)[CH:16]=[CH:17][C:12]=2[O:11][CH2:10][CH2:9]1)[C:2]1[CH:7]=[CH:6][CH:5]=[CH:4][CH:3]=1.C([Li])CCC.[Br:24][C:25]1[CH:26]=[CH:27][C:28]([CH:33]([CH3:35])[CH3:34])=[C:29]([CH:32]=1)[CH:30]=[O:31]. Product: [CH2:1]([N:8]1[C:13]2[CH:14]=[C:15]([CH:30]([C:29]3[CH:32]=[C:25]([Br:24])[CH:26]=[CH:27][C:28]=3[CH:33]([CH3:35])[CH3:34])[OH:31])[CH:16]=[CH:17][C:12]=2[O:11][CH2:10][CH2:9]1)[C:2]1[CH:7]=[CH:6][CH:5]=[CH:4][CH:3]=1. The catalyst class is: 1. (10) Reactant: [NH2:1][C:2]1[CH:10]=[CH:9][CH:8]=[C:7]2[C:3]=1[C:4](=[O:20])[N:5]([CH:12]1[CH2:17][CH2:16][C:15](=[O:18])[NH:14][C:13]1=[O:19])[C:6]2=[O:11].[N+:21]([C:24]1[CH:25]=[C:26]([CH:30]=[CH:31][CH:32]=1)[C:27](Cl)=[O:28])([O-:23])=[O:22].CO. Product: [O:19]=[C:13]1[CH:12]([N:5]2[C:4](=[O:20])[C:3]3[C:7](=[CH:8][CH:9]=[CH:10][C:2]=3[NH:1][C:27](=[O:28])[C:26]3[CH:30]=[CH:31][CH:32]=[C:24]([N+:21]([O-:23])=[O:22])[CH:25]=3)[C:6]2=[O:11])[CH2:17][CH2:16][C:15](=[O:18])[NH:14]1. The catalyst class is: 165.